This data is from NCI-60 drug combinations with 297,098 pairs across 59 cell lines. The task is: Regression. Given two drug SMILES strings and cell line genomic features, predict the synergy score measuring deviation from expected non-interaction effect. (1) Drug 1: CC1=CC=C(C=C1)C2=CC(=NN2C3=CC=C(C=C3)S(=O)(=O)N)C(F)(F)F. Drug 2: CC1=C(C(=O)C2=C(C1=O)N3CC4C(C3(C2COC(=O)N)OC)N4)N. Cell line: TK-10. Synergy scores: CSS=0.413, Synergy_ZIP=-2.22, Synergy_Bliss=1.56, Synergy_Loewe=-12.6, Synergy_HSA=-1.18. (2) Synergy scores: CSS=21.2, Synergy_ZIP=-5.67, Synergy_Bliss=0.366, Synergy_Loewe=-17.8, Synergy_HSA=-1.43. Cell line: SK-MEL-28. Drug 1: C1=CC(=CC=C1CC(C(=O)O)N)N(CCCl)CCCl.Cl. Drug 2: CC1=C(C(=O)C2=C(C1=O)N3CC4C(C3(C2COC(=O)N)OC)N4)N. (3) Drug 1: CC1OCC2C(O1)C(C(C(O2)OC3C4COC(=O)C4C(C5=CC6=C(C=C35)OCO6)C7=CC(=C(C(=C7)OC)O)OC)O)O. Drug 2: CCC(=C(C1=CC=CC=C1)C2=CC=C(C=C2)OCCN(C)C)C3=CC=CC=C3.C(C(=O)O)C(CC(=O)O)(C(=O)O)O. Cell line: COLO 205. Synergy scores: CSS=53.6, Synergy_ZIP=5.03, Synergy_Bliss=7.39, Synergy_Loewe=-12.9, Synergy_HSA=1.70. (4) Synergy scores: CSS=8.61, Synergy_ZIP=-2.77, Synergy_Bliss=-2.27, Synergy_Loewe=0.919, Synergy_HSA=-0.993. Drug 1: C1=NC2=C(N=C(N=C2N1C3C(C(C(O3)CO)O)O)F)N. Drug 2: CC1=C2C(C(=O)C3(C(CC4C(C3C(C(C2(C)C)(CC1OC(=O)C(C(C5=CC=CC=C5)NC(=O)OC(C)(C)C)O)O)OC(=O)C6=CC=CC=C6)(CO4)OC(=O)C)O)C)O. Cell line: KM12. (5) Drug 1: CC1=C(C=C(C=C1)C(=O)NC2=CC(=CC(=C2)C(F)(F)F)N3C=C(N=C3)C)NC4=NC=CC(=N4)C5=CN=CC=C5. Drug 2: CC1CCC2CC(C(=CC=CC=CC(CC(C(=O)C(C(C(=CC(C(=O)CC(OC(=O)C3CCCCN3C(=O)C(=O)C1(O2)O)C(C)CC4CCC(C(C4)OC)OCCO)C)C)O)OC)C)C)C)OC. Cell line: KM12. Synergy scores: CSS=8.51, Synergy_ZIP=-0.576, Synergy_Bliss=-1.43, Synergy_Loewe=0.636, Synergy_HSA=1.06. (6) Drug 1: C1=CC(=C2C(=C1NCCNCCO)C(=O)C3=C(C=CC(=C3C2=O)O)O)NCCNCCO. Drug 2: CC1CCC2CC(C(=CC=CC=CC(CC(C(=O)C(C(C(=CC(C(=O)CC(OC(=O)C3CCCCN3C(=O)C(=O)C1(O2)O)C(C)CC4CCC(C(C4)OC)OCCO)C)C)O)OC)C)C)C)OC. Cell line: UACC62. Synergy scores: CSS=45.1, Synergy_ZIP=4.49, Synergy_Bliss=4.33, Synergy_Loewe=6.45, Synergy_HSA=9.06.